Task: Predict the product of the given reaction.. Dataset: Forward reaction prediction with 1.9M reactions from USPTO patents (1976-2016) (1) Given the reactants Cl[C:2]1[CH:7]=[C:6]([C:8]2([C:19]3[CH:24]=[C:23]([CH3:25])[N:22]=[C:21]([CH:26]([F:28])[F:27])[CH:20]=3)[C:16]3[C:11](=[C:12]([F:17])[CH:13]=[CH:14][CH:15]=3)[C:10]([NH2:18])=[N:9]2)[CH:5]=[CH:4][N:3]=1.[N:29]1[CH:34]=[C:33](B(O)O)[CH:32]=[N:31][CH:30]=1.C(=O)([O-])[O-].[Na+].[Na+], predict the reaction product. The product is: [F:28][CH:26]([F:27])[C:21]1[CH:20]=[C:19]([C:8]2([C:6]3[CH:5]=[CH:4][N:3]=[C:2]([C:33]4[CH:34]=[N:29][CH:30]=[N:31][CH:32]=4)[CH:7]=3)[C:16]3[C:11](=[C:12]([F:17])[CH:13]=[CH:14][CH:15]=3)[C:10]([NH2:18])=[N:9]2)[CH:24]=[C:23]([CH3:25])[N:22]=1. (2) Given the reactants Br[C:2]1[CH:3]=[C:4]([NH:8][CH:9]([C:13]2[CH:18]=[CH:17][CH:16]=[CH:15][CH:14]=2)[C:10]([NH2:12])=[O:11])[CH:5]=[N:6][CH:7]=1.[CH2:19]([O:21][C:22]1[CH:23]=[CH:24][C:25]([F:31])=[C:26](B(O)O)[CH:27]=1)[CH3:20].C(=O)([O-])[O-].[K+].[K+].COCCOC, predict the reaction product. The product is: [CH2:19]([O:21][C:22]1[CH:23]=[CH:24][C:25]([F:31])=[C:26]([C:2]2[CH:3]=[C:4]([NH:8][CH:9]([C:13]3[CH:18]=[CH:17][CH:16]=[CH:15][CH:14]=3)[C:10]([NH2:12])=[O:11])[CH:5]=[N:6][CH:7]=2)[CH:27]=1)[CH3:20]. (3) Given the reactants [C:1]([O:5][C:6]([C@@:8]12[CH2:15][CH2:14][C@H:13]([F:16])[C@H:12]1[C:11](=O)[N:10]([C@@H](C1C=CC=CC=1)C)[CH2:9]2)=[O:7])([CH3:4])([CH3:3])[CH3:2].C(O)C.O.[CH2:30]([O:37][C:38](Cl)=[O:39])[C:31]1[CH:36]=[CH:35][CH:34]=[CH:33][CH:32]=1, predict the reaction product. The product is: [C:1]([O:5][C:6]([C@@:8]12[CH2:15][CH2:14][C@H:13]([F:16])[C@@H:12]1[CH2:11][N:10]([C:38]([O:37][CH2:30][C:31]1[CH:36]=[CH:35][CH:34]=[CH:33][CH:32]=1)=[O:39])[CH2:9]2)=[O:7])([CH3:4])([CH3:2])[CH3:3]. (4) Given the reactants [CH:1]1([N:4]([C:6]2[CH:11]=[C:10]([F:12])[C:9]([F:13])=[CH:8][C:7]=2[OH:14])[CH3:5])[CH2:3][CH2:2]1.C(=O)([O-])[O-].[K+].[K+].[I-].[K+].Cl[CH2:24][C:25](=[O:27])[CH3:26], predict the reaction product. The product is: [CH:1]1([N:4]([C:6]2[CH:11]=[C:10]([F:12])[C:9]([F:13])=[CH:8][C:7]=2[O:14][CH2:24][C:25](=[O:27])[CH3:26])[CH3:5])[CH2:2][CH2:3]1. (5) Given the reactants [CH3:1][Si:2]([CH3:49])([CH3:48])[CH2:3][CH2:4][O:5][CH2:6][N:7]([CH2:40][O:41][CH2:42][CH2:43][Si:44]([CH3:47])([CH3:46])[CH3:45])[C:8]1[N:13]2[N:14]=[CH:15][C:16]([C:17]3[CH:18]=[N:19][C:20]4[C:25]([CH:26]=3)=[CH:24][CH:23]=[CH:22][CH:21]=4)=[C:12]2[N:11]=[C:10]([CH:27]2[CH2:32][CH2:31][CH2:30][N:29]([C:33]([O:35][C:36]([CH3:39])([CH3:38])[CH3:37])=[O:34])[CH2:28]2)[CH:9]=1.C1C(=O)N([Br:57])C(=O)C1, predict the reaction product. The product is: [CH3:47][Si:44]([CH3:46])([CH3:45])[CH2:43][CH2:42][O:41][CH2:40][N:7]([CH2:6][O:5][CH2:4][CH2:3][Si:2]([CH3:1])([CH3:48])[CH3:49])[C:8]1[N:13]2[N:14]=[CH:15][C:16]([C:17]3[CH:18]=[N:19][C:20]4[C:25]([CH:26]=3)=[CH:24][CH:23]=[CH:22][CH:21]=4)=[C:12]2[N:11]=[C:10]([CH:27]2[CH2:32][CH2:31][CH2:30][N:29]([C:33]([O:35][C:36]([CH3:39])([CH3:38])[CH3:37])=[O:34])[CH2:28]2)[C:9]=1[Br:57]. (6) Given the reactants C([O:8][C:9]1[CH:41]=[CH:40][C:12]([O:13][CH2:14][C@@H:15]([OH:39])[CH2:16][NH:17][C@H:18]2[CH2:23][CH2:22][C@H:21]([C:24]3[CH:38]=[CH:37][C:27]([O:28][C:29]([CH3:36])([CH3:35])[C:30]([O:32][CH2:33][CH3:34])=[O:31])=[CH:26][CH:25]=3)[CH2:20][CH2:19]2)=[CH:11][C:10]=1[S:42]([CH2:44][CH2:45][CH2:46][CH3:47])=[O:43])C1C=CC=CC=1, predict the reaction product. The product is: [CH2:44]([S:42]([C:10]1[CH:11]=[C:12]([CH:40]=[CH:41][C:9]=1[OH:8])[O:13][CH2:14][C@@H:15]([OH:39])[CH2:16][NH:17][C@H:18]1[CH2:23][CH2:22][C@H:21]([C:24]2[CH:25]=[CH:26][C:27]([O:28][C:29]([CH3:35])([CH3:36])[C:30]([O:32][CH2:33][CH3:34])=[O:31])=[CH:37][CH:38]=2)[CH2:20][CH2:19]1)=[O:43])[CH2:45][CH2:46][CH3:47]. (7) Given the reactants [NH2:1][C:2]([NH2:4])=[O:3].O.O.[S:7]([O-:11])([O-:10])(=[O:9])=[O:8].[Ca+2], predict the reaction product. The product is: [S:7]([O-:11])([O-:10])(=[O:9])=[O:8].[NH4+:1].[NH4+:1].[NH2:1][C:2]([NH2:4])=[O:3]. (8) Given the reactants O1CCCCC1[N:7]1[C:15]2[C:10](=[CH:11][C:12]([C:16]3[N:20]=[CH:19][N:18](C(C4C=CC=CC=4)(C4C=CC=CC=4)C4C=CC=CC=4)[N:17]=3)=[CH:13][CH:14]=2)[C:9]([C:40]2[CH:41]=[C:42]([CH:47]=[CH:48][CH:49]=2)[C:43]([O:45]C)=O)=[N:8]1.[OH-].[Li+].O[N:53]1[C:57]2[CH:58]=[CH:59][CH:60]=[CH:61][C:56]=2N=N1.C1(N)CCCCC1.Cl.C(N=C=NCCCN(C)C)C.Cl, predict the reaction product. The product is: [NH:18]1[CH:19]=[N:20][C:16]([C:12]2[CH:11]=[C:10]3[C:15](=[CH:14][CH:13]=2)[NH:7][N:8]=[C:9]3[C:40]2[CH:41]=[C:42]([C:43]([NH:53][CH:57]3[CH2:58][CH2:59][CH2:60][CH2:61][CH2:56]3)=[O:45])[CH:47]=[CH:48][CH:49]=2)=[N:17]1. (9) Given the reactants [OH:1][CH2:2][CH:3]1[CH2:8][CH2:7][CH2:6][N:5]([C:9]([O:11][C:12]([CH3:15])([CH3:14])[CH3:13])=[O:10])[CH2:4]1.CCN(CC)CC.[CH3:23][S:24](Cl)(=[O:26])=[O:25], predict the reaction product. The product is: [CH3:23][S:24]([O:1][CH2:2][CH:3]1[CH2:8][CH2:7][CH2:6][N:5]([C:9]([O:11][C:12]([CH3:15])([CH3:14])[CH3:13])=[O:10])[CH2:4]1)(=[O:26])=[O:25].